From a dataset of Forward reaction prediction with 1.9M reactions from USPTO patents (1976-2016). Predict the product of the given reaction. (1) The product is: [Cl:1][C:2]1[CH:3]=[C:4]([CH:24]=[CH:25][CH:26]=1)[C:5]([NH:7][C:8]1[CH:9]=[CH:10][C:11]([O:17][C:18]2[CH:19]=[CH:20][CH:21]=[CH:22][CH:23]=2)=[C:12]([CH:16]=1)[C:13]([NH:70][C:69]1[C:71]([CH3:85])=[CH:72][C:73]([C:75]([F:84])([C:76]([F:77])([F:78])[F:79])[C:80]([F:81])([F:82])[F:83])=[CH:74][C:68]=1[CH3:67])=[O:14])=[O:6]. Given the reactants [Cl:1][C:2]1[CH:3]=[C:4]([CH:24]=[CH:25][CH:26]=1)[C:5]([NH:7][C:8]1[CH:9]=[CH:10][C:11]([O:17][C:18]2[CH:23]=[CH:22][CH:21]=[CH:20][CH:19]=2)=[C:12]([CH:16]=1)[C:13](O)=[O:14])=[O:6].O=C1N([ClH]P([ClH]N2CCOC2=O)=O)CCO1.C1N(P(Cl)(N2C(=O)OCC2)=O)C(=O)OC1.C(N(C(C)C)CC)(C)C.[CH3:67][C:68]1[CH:74]=[C:73]([C:75]([F:84])([C:80]([F:83])([F:82])[F:81])[C:76]([F:79])([F:78])[F:77])[CH:72]=[C:71]([CH3:85])[C:69]=1[NH2:70], predict the reaction product. (2) Given the reactants [CH3:1][O:2][C:3]1[CH:4]=[C:5]([CH2:11][C:12](Cl)=[O:13])[CH:6]=[CH:7][C:8]=1[O:9][CH3:10].[CH:15]([C@H:18]1[CH2:23][NH:22][CH2:21][CH2:20][NH:19]1)([CH3:17])[CH3:16], predict the reaction product. The product is: [CH3:1][O:2][C:3]1[CH:4]=[C:5]([CH2:11][C:12]([N:22]2[CH2:21][CH2:20][NH:19][C@@H:18]([CH:15]([CH3:17])[CH3:16])[CH2:23]2)=[O:13])[CH:6]=[CH:7][C:8]=1[O:9][CH3:10].